From a dataset of Reaction yield outcomes from USPTO patents with 853,638 reactions. Predict the reaction yield, written as a fraction of the theoretical maximum amount of product (1.0 means a 100% yield; for example, 0.34 means a 34% yield). (1) The reactants are [OH:1][C@H:2]1[CH2:19][C@:5]2([C:20]3[CH:21]=[C:22]([C:26]4[CH:31]=[CH:30][CH:29]=[C:28]([O:32][CH3:33])[CH:27]=4)[CH:23]=[CH:24][CH:25]=3)[N:6]=[C:7]([NH:10][C:11](=[O:18])[C:12]3[CH:17]=[CH:16][CH:15]=[CH:14][CH:13]=3)[S:8][CH2:9][C@@H:4]2[CH2:3]1.F[B-](F)(F)F.[H+].[CH3:40][Si](C=[N+]=[N-])(C)C.CCCCCC.C(=O)(O)[O-].[Na+]. The catalyst is ClCCl.O. The product is [CH3:40][O:1][C@H:2]1[CH2:19][C@:5]2([C:20]3[CH:21]=[C:22]([C:26]4[CH:31]=[CH:30][CH:29]=[C:28]([O:32][CH3:33])[CH:27]=4)[CH:23]=[CH:24][CH:25]=3)[N:6]=[C:7]([NH:10][C:11](=[O:18])[C:12]3[CH:13]=[CH:14][CH:15]=[CH:16][CH:17]=3)[S:8][CH2:9][C@@H:4]2[CH2:3]1. The yield is 0.480. (2) The reactants are C(O[C:5]1[CH:10]=[CH:9][C:8]([CH:11]=[CH:12][C:13]2[CH:18]=CC=[CH:15][CH:14]=2)=[C:7](OC(=O)C)[C:6]=1[O:23]C(=O)C)(=O)C.[C:27]([O-:30])(=O)[CH3:28].[NH4+].C[OH:33]. No catalyst specified. The product is [C:8]1([CH:11]=[CH:12][C:13]2[CH:18]=[CH:28][C:27]([OH:30])=[CH:15][CH:14]=2)[CH:7]=[C:6]([OH:23])[CH:5]=[C:10]([OH:33])[CH:9]=1. The yield is 0.970. (3) The reactants are [C:1]([O:5][C:6]([N:8]1[CH2:13][CH2:12][N:11]([C:14]2[CH:15]=[N:16][C:17]([N+:20]([O-])=O)=[CH:18][CH:19]=2)[CH2:10][CH2:9]1)=[O:7])([CH3:4])([CH3:3])[CH3:2].[H][H]. The catalyst is CO.[Ni]. The product is [C:1]([O:5][C:6]([N:8]1[CH2:13][CH2:12][N:11]([C:14]2[CH:15]=[N:16][C:17]([NH2:20])=[CH:18][CH:19]=2)[CH2:10][CH2:9]1)=[O:7])([CH3:4])([CH3:2])[CH3:3]. The yield is 0.830. (4) The reactants are C(N(CC)CC)C.CC(C)(C)C(Cl)=O.[C:15]([OH:23])(=O)[CH:16]=[CH:17][CH2:18][CH2:19][CH2:20][CH3:21].[CH2:24]1[O:29][C:27](=[O:28])[NH:26][CH:25]1[CH2:30][C:31]1[CH:36]=[CH:35][CH:34]=[CH:33][CH:32]=1.[Li]CCCC. The catalyst is C1COCC1.CCOC(C)=O.CCCCCC. The product is [CH2:30]([C@@H:25]1[CH2:24][O:29][C:27](=[O:28])[N:26]1[C:15](=[O:23])/[CH:16]=[CH:17]/[CH2:18][CH2:19][CH2:20][CH3:21])[C:31]1[CH:32]=[CH:33][CH:34]=[CH:35][CH:36]=1. The yield is 0.928. (5) The reactants are [N:1]12[CH2:8][CH2:7][C:4]([C:9]([C:21]3[CH:30]=[CH:29][C:28]4[C:23](=[CH:24][CH:25]=[CH:26][CH:27]=4)[CH:22]=3)([C:11]3[CH:20]=[CH:19][C:18]4[C:13](=[CH:14][CH:15]=[CH:16][CH:17]=4)[CH:12]=3)[OH:10])([CH2:5][CH2:6]1)[CH2:3][CH2:2]2.[C:31]1([CH2:37][O:38][CH2:39][CH2:40][Br:41])[CH:36]=[CH:35][CH:34]=[CH:33][CH:32]=1. The catalyst is CC#N. The product is [Br-:41].[OH:10][C:9]([C:21]1[CH:30]=[CH:29][C:28]2[C:23](=[CH:24][CH:25]=[CH:26][CH:27]=2)[CH:22]=1)([C:11]1[CH:20]=[CH:19][C:18]2[C:13](=[CH:14][CH:15]=[CH:16][CH:17]=2)[CH:12]=1)[C:4]12[CH2:3][CH2:2][N+:1]([CH2:40][CH2:39][O:38][CH2:37][C:31]3[CH:36]=[CH:35][CH:34]=[CH:33][CH:32]=3)([CH2:6][CH2:5]1)[CH2:8][CH2:7]2. The yield is 0.250. (6) The reactants are [OH:1][NH2:2].C([O:5][C:6](=O)[CH2:7][CH2:8][CH2:9][CH2:10][CH2:11][CH2:12][N:13]([C:20]1[CH:25]=[C:24]([O:26][CH:27]([CH3:29])[CH3:28])[CH:23]=[CH:22][N:21]=1)[C:14]1[CH:19]=[CH:18][CH:17]=[CH:16][N:15]=1)C. The catalyst is CN(C=O)C.CO. The product is [OH:1][NH:2][C:6](=[O:5])[CH2:7][CH2:8][CH2:9][CH2:10][CH2:11][CH2:12][N:13]([C:20]1[CH:25]=[C:24]([O:26][CH:27]([CH3:29])[CH3:28])[CH:23]=[CH:22][N:21]=1)[C:14]1[CH:19]=[CH:18][CH:17]=[CH:16][N:15]=1. The yield is 0.650. (7) The product is [O:12]1[C:15]2[CH:16]=[CH:17][C:18]([CH2:8][C:9]#[N:10])=[CH:19][C:14]=2[CH2:24][O:13][CH2:11]1. The yield is 0.320. The catalyst is C1(C)C=CC=CC=1. The reactants are OC1C=CC([CH2:8][C:9]#[N:10])=CC=1.[CH2:11]=[O:12].[OH2:13].[C:14]1([CH3:24])[CH:19]=[CH:18][C:17](S(O)(=O)=O)=[CH:16][CH:15]=1. (8) The reactants are O.CC1C=CC(S(O)(=O)=O)=CC=1.[F:13][C:14]1[CH:15]=[CH:16][C:17]2[N:18]([C:20]([C:23]3[N:31]=[C:30]4[C:26]([NH:27][C:28](=[O:42])[N:29]4[CH:32]4[CH2:41][CH2:40][C:35]5(OCC[O:36]5)[CH2:34][CH2:33]4)=[CH:25][N:24]=3)=[CH:21][N:22]=2)[CH:19]=1.C(=O)([O-])O.[Na+]. The catalyst is CC(C)=O.O. The product is [F:13][C:14]1[CH:15]=[CH:16][C:17]2[N:18]([C:20]([C:23]3[N:31]=[C:30]4[C:26]([NH:27][C:28](=[O:42])[N:29]4[CH:32]4[CH2:41][CH2:40][C:35](=[O:36])[CH2:34][CH2:33]4)=[CH:25][N:24]=3)=[CH:21][N:22]=2)[CH:19]=1. The yield is 0.950. (9) The reactants are [OH:1][CH:2]1[CH2:7][CH2:6][N:5]([C:8]([CH:10]2[CH2:15][CH2:14][CH:13]([NH:16][C:17]3[N:22]=[C:21]([N:23]4[C:27]5[CH:28]=[CH:29][CH:30]=[C:31](I)[C:26]=5[N:25]=[N:24]4)[CH:20]=[CH:19][N:18]=3)[CH2:12][CH2:11]2)=[O:9])[CH2:4][CH2:3]1.[C:33]1([CH3:42])[CH:38]=[CH:37][CH:36]=[CH:35][C:34]=1B(O)O.[C:43]([O-])([O-])=[O:44].[Na+].[Na+]. No catalyst specified. The product is [NH4+:5].[OH-:1].[CH3:43][OH:44].[OH:1][CH:2]1[CH2:7][CH2:6][N:5]([C:8]([CH:10]2[CH2:15][CH2:14][CH:13]([NH:16][C:17]3[N:22]=[C:21]([N:23]4[C:27]5[CH:28]=[CH:29][CH:30]=[C:31]([C:34]6[CH:35]=[CH:36][CH:37]=[CH:38][C:33]=6[CH3:42])[C:26]=5[N:25]=[N:24]4)[CH:20]=[CH:19][N:18]=3)[CH2:12][CH2:11]2)=[O:9])[CH2:4][CH2:3]1. The yield is 0.0100. (10) The reactants are [Cl:1][C:2]1[CH:3]=[CH:4][C:5]2[N:6]([CH:8]=[C:9]([NH:11][C:12]([C:14]3[CH:19]=[CH:18][C:17]([C:20]([CH3:25])([CH3:24])[C:21](O)=[O:22])=[CH:16][CH:15]=3)=[O:13])[N:10]=2)[CH:7]=1.[NH2:26][CH2:27][CH2:28][C:29]#[N:30]. No catalyst specified. The product is [Cl:1][C:2]1[CH:3]=[CH:4][C:5]2[N:6]([CH:8]=[C:9]([NH:11][C:12](=[O:13])[C:14]3[CH:15]=[CH:16][C:17]([C:20]([CH3:25])([CH3:24])[C:21]([NH:30][CH2:29][CH2:28][C:27]#[N:26])=[O:22])=[CH:18][CH:19]=3)[N:10]=2)[CH:7]=1. The yield is 0.840.